From a dataset of Cav3 T-type calcium channel HTS with 100,875 compounds. Binary Classification. Given a drug SMILES string, predict its activity (active/inactive) in a high-throughput screening assay against a specified biological target. (1) The molecule is s1c(C(=O)N(CCCC)C)cc2c1nc1c(c2)ccc(OC)c1. The result is 0 (inactive). (2) The molecule is Brc1c(N)c(Br)cc(N)c1. The result is 0 (inactive). (3) The molecule is S(CC(=O)c1c(n(c(=O)n(c1=O)C)C)N)c1[nH]nc(c(=O)n1)C. The result is 0 (inactive).